Regression. Given a peptide amino acid sequence and an MHC pseudo amino acid sequence, predict their binding affinity value. This is MHC class II binding data. From a dataset of Peptide-MHC class II binding affinity with 134,281 pairs from IEDB. (1) The peptide sequence is AIVYYSMYGHIKKMA. The MHC is DRB1_1201 with pseudo-sequence DRB1_1201. The binding affinity (normalized) is 0.316. (2) The binding affinity (normalized) is 0.0777. The MHC is DRB1_1302 with pseudo-sequence DRB1_1302. The peptide sequence is GRYNCKCCWFADKNL. (3) The peptide sequence is GMTGCGNTPIFKSGR. The MHC is HLA-DPA10103-DPB10401 with pseudo-sequence HLA-DPA10103-DPB10401. The binding affinity (normalized) is 0.0331. (4) The peptide sequence is YEGLSYRSLQPEEFA. The MHC is HLA-DQA10102-DQB10602 with pseudo-sequence HLA-DQA10102-DQB10602. The binding affinity (normalized) is 0.162. (5) The peptide sequence is FFPPNYKLLKDLF. The MHC is DRB1_1501 with pseudo-sequence DRB1_1501. The binding affinity (normalized) is 0.0583. (6) The peptide sequence is EKVYLAWVPAHKGIG. The MHC is DRB1_1201 with pseudo-sequence DRB1_1201. The binding affinity (normalized) is 0.189. (7) The peptide sequence is GELQIVDKIDAAFNI. The MHC is DRB1_0802 with pseudo-sequence DRB1_0802. The binding affinity (normalized) is 0.587. (8) The peptide sequence is ALYEKKLALYLLLAL. The MHC is HLA-DQA10501-DQB10303 with pseudo-sequence HLA-DQA10501-DQB10303. The binding affinity (normalized) is 0.347. (9) The peptide sequence is FDPYGATISATPESA. The MHC is DRB3_0101 with pseudo-sequence DRB3_0101. The binding affinity (normalized) is 0.